This data is from NCI-60 drug combinations with 297,098 pairs across 59 cell lines. The task is: Regression. Given two drug SMILES strings and cell line genomic features, predict the synergy score measuring deviation from expected non-interaction effect. (1) Drug 1: C1C(C(OC1N2C=NC(=NC2=O)N)CO)O. Drug 2: C(CCl)NC(=O)N(CCCl)N=O. Cell line: CAKI-1. Synergy scores: CSS=5.97, Synergy_ZIP=0.0359, Synergy_Bliss=9.37, Synergy_Loewe=4.21, Synergy_HSA=4.57. (2) Drug 1: COC1=NC(=NC2=C1N=CN2C3C(C(C(O3)CO)O)O)N. Drug 2: CCC1=C2CN3C(=CC4=C(C3=O)COC(=O)C4(CC)O)C2=NC5=C1C=C(C=C5)O. Cell line: NCI/ADR-RES. Synergy scores: CSS=20.3, Synergy_ZIP=-7.02, Synergy_Bliss=-3.35, Synergy_Loewe=-26.7, Synergy_HSA=-0.663. (3) Drug 1: CCC1(CC2CC(C3=C(CCN(C2)C1)C4=CC=CC=C4N3)(C5=C(C=C6C(=C5)C78CCN9C7C(C=CC9)(C(C(C8N6C=O)(C(=O)OC)O)OC(=O)C)CC)OC)C(=O)OC)O.OS(=O)(=O)O. Drug 2: COC1=NC(=NC2=C1N=CN2C3C(C(C(O3)CO)O)O)N. Cell line: SK-MEL-5. Synergy scores: CSS=8.49, Synergy_ZIP=2.43, Synergy_Bliss=-0.136, Synergy_Loewe=-8.74, Synergy_HSA=-0.665. (4) Drug 1: CC(C)(C#N)C1=CC(=CC(=C1)CN2C=NC=N2)C(C)(C)C#N. Drug 2: C1CCC(C(C1)N)N.C(=O)(C(=O)[O-])[O-].[Pt+4]. Cell line: EKVX. Synergy scores: CSS=4.34, Synergy_ZIP=-0.389, Synergy_Bliss=-0.0871, Synergy_Loewe=-0.894, Synergy_HSA=-0.847. (5) Drug 1: C1=CC(=C2C(=C1NCCNCCO)C(=O)C3=C(C=CC(=C3C2=O)O)O)NCCNCCO. Drug 2: CC1C(C(CC(O1)OC2CC(CC3=C2C(=C4C(=C3O)C(=O)C5=C(C4=O)C(=CC=C5)OC)O)(C(=O)C)O)N)O.Cl. Cell line: HCT-15. Synergy scores: CSS=61.8, Synergy_ZIP=0.636, Synergy_Bliss=2.64, Synergy_Loewe=-0.854, Synergy_HSA=4.74.